The task is: Predict the reactants needed to synthesize the given product.. This data is from Full USPTO retrosynthesis dataset with 1.9M reactions from patents (1976-2016). (1) The reactants are: [C:1]([O:4][CH2:5][C:6]1[O:10][N:9]=[C:8]([CH3:11])[CH:7]=1)(=[O:3])[CH3:2].CC(O)=O.[Br:16]N1C(=O)CCC1=O.OS(O)(=O)=O.C([O-])(O)=O.[Na+]. Given the product [C:1]([O:4][CH2:5][C:6]1[O:10][N:9]=[C:8]([CH3:11])[C:7]=1[Br:16])(=[O:3])[CH3:2], predict the reactants needed to synthesize it. (2) The reactants are: Cl.[NH2:2][CH:3]([C:6]1[CH:11]=[CH:10][C:9]([Cl:12])=[CH:8][CH:7]=1)[C:4]#[N:5].C(N(C(C)C)CC)(C)C.[CH3:22][O:23][C:24]1[CH:25]=[C:26]([CH2:34][CH2:35][C:36](Cl)=[O:37])[CH:27]=[CH:28][C:29]=1[O:30][CH2:31][C:32]#[CH:33]. Given the product [Cl:12][C:9]1[CH:10]=[CH:11][C:6]([CH:3]([NH:2][C:36](=[O:37])[CH2:35][CH2:34][C:26]2[CH:27]=[CH:28][C:29]([O:30][CH2:31][C:32]#[CH:33])=[C:24]([O:23][CH3:22])[CH:25]=2)[C:4]#[N:5])=[CH:7][CH:8]=1, predict the reactants needed to synthesize it. (3) The reactants are: CS(C)=O.C(Cl)(=O)C(Cl)=O.[CH3:11][C:12]1([CH3:22])[CH2:17][O:16][CH:15]([CH2:18][CH2:19][CH2:20][OH:21])[O:14][CH2:13]1.C(N(CC)CC)C. Given the product [CH3:11][C:12]1([CH3:22])[CH2:13][O:14][CH:15]([CH2:18][CH2:19][CH:20]=[O:21])[O:16][CH2:17]1, predict the reactants needed to synthesize it. (4) Given the product [CH:1]([O:4][C:5](=[O:13])[C:6]1[CH:11]=[CH:10][CH:9]=[C:8]([C:26]#[C:25][Si:22]([CH3:24])([CH3:23])[CH3:21])[CH:7]=1)([CH3:3])[CH3:2], predict the reactants needed to synthesize it. The reactants are: [CH:1]([O:4][C:5](=[O:13])[C:6]1[CH:11]=[CH:10][CH:9]=[C:8](Br)[CH:7]=1)([CH3:3])[CH3:2].C(N(CC)CC)C.[CH3:21][Si:22]([C:25]#[CH:26])([CH3:24])[CH3:23].C(OCC)(=O)C. (5) Given the product [C:1]([C:4]1[C:22](=[O:23])[C@@:8]2([CH3:24])[C:9]3[C:15]([OH:16])=[CH:14][C:13]([O:17][CH3:18])=[C:12]([C:19]([NH:21][CH2:38][C:29]4[C:30]5[C:35](=[CH:34][CH:33]=[CH:32][CH:31]=5)[CH:36]=[CH:37][C:28]=4[CH:26]=[CH2:27])=[O:20])[C:10]=3[O:11][C:7]2=[CH:6][C:5]=1[OH:25])(=[O:3])[CH3:2], predict the reactants needed to synthesize it. The reactants are: [C:1]([C:4]1[C:22](=[O:23])[C@@:8]2([CH3:24])[C:9]3[C:15]([OH:16])=[CH:14][C:13]([O:17][CH3:18])=[C:12]([C:19]([NH2:21])=[O:20])[C:10]=3[O:11][C:7]2=[CH:6][C:5]=1[OH:25])(=[O:3])[CH3:2].[CH:26]([C:28]1[CH:37]=[CH:36][C:35]2[C:30](=[CH:31][CH:32]=[CH:33][CH:34]=2)[C:29]=1[CH:38]=O)=[CH2:27].C([SiH](CC)CC)C.FC(F)(F)C(O)=O. (6) The reactants are: [CH3:1][O:2][C:3](=[O:28])[CH:4]([NH2:27])[CH2:5][NH:6][C:7]([N:9]1[CH2:26][CH2:25][C:12]2([N:16]([C:17]3[CH:22]=[CH:21][CH:20]=[CH:19][CH:18]=3)[CH2:15][N:14]([CH3:23])[C:13]2=[O:24])[CH2:11][CH2:10]1)=[O:8].C(N(CC)CC)C.[CH2:36]([O:43][C:44](Cl)=[O:45])[C:37]1[CH:42]=[CH:41][CH:40]=[CH:39][CH:38]=1.C(=O)([O-])O.[Na+]. Given the product [CH3:1][O:2][C:3](=[O:28])[CH:4]([NH:27][C:44]([O:43][CH2:36][C:37]1[CH:42]=[CH:41][CH:40]=[CH:39][CH:38]=1)=[O:45])[CH2:5][NH:6][C:7]([N:9]1[CH2:10][CH2:11][C:12]2([N:16]([C:17]3[CH:22]=[CH:21][CH:20]=[CH:19][CH:18]=3)[CH2:15][N:14]([CH3:23])[C:13]2=[O:24])[CH2:25][CH2:26]1)=[O:8], predict the reactants needed to synthesize it. (7) Given the product [C:1]([O:13][CH3:14])(=[O:12])[CH:2]=[CH:3][CH2:4][CH2:5][CH2:6][CH2:7][CH2:8][CH2:9][CH2:10][CH3:11].[C:15](#[N:18])[CH:16]=[CH2:17], predict the reactants needed to synthesize it. The reactants are: [C:1]([O:13][CH3:14])(=[O:12])[CH2:2][CH2:3][CH2:4][CH2:5][CH2:6][CH2:7][CH2:8][CH2:9][CH:10]=[CH2:11].[C:15](#[N:18])[CH:16]=[CH2:17].[Na].C(C1C=CC=CC=1)(=O)C1C=CC=CC=1.CCCCCCCCCCCC.C(C=CCCCCCCCCC(OC)=O)#N. (8) Given the product [F:5][C:6]([F:16])([F:15])/[C:7](=[N:27]\[C:23]1[CH:22]=[C:21]([CH:26]=[CH:25][N:24]=1)[C:19]([O:18][CH3:17])=[O:20])/[C:9]1[CH:14]=[CH:13][CH:12]=[CH:11][CH:10]=1, predict the reactants needed to synthesize it. The reactants are: S(Cl)(Cl)=O.[F:5][C:6]([F:16])([F:15])[C:7]([C:9]1[CH:14]=[CH:13][CH:12]=[CH:11][CH:10]=1)=O.[CH3:17][O:18][C:19]([C:21]1[CH:26]=[CH:25][N:24]=[C:23]([NH2:27])[CH:22]=1)=[O:20].[OH-].[Na+].